Task: Predict the product of the given reaction.. Dataset: Forward reaction prediction with 1.9M reactions from USPTO patents (1976-2016) (1) Given the reactants C([O-])(=O)C.[K+].[B:15]1([B:15]2[O:19][C:18]([CH3:21])([CH3:20])[C:17]([CH3:23])([CH3:22])[O:16]2)[O:19][C:18]([CH3:21])([CH3:20])[C:17]([CH3:23])([CH3:22])[O:16]1.Br[C:25]1[CH:26]=[C:27]2[C:31](=[CH:32][CH:33]=1)[N:30]([CH3:34])[N:29]=[C:28]2[CH3:35].CCOC(C)=O.O, predict the reaction product. The product is: [CH3:34][N:30]1[C:31]2[C:27](=[CH:26][C:25]([B:15]3[O:16][C:17]([CH3:22])([CH3:23])[C:18]([CH3:20])([CH3:21])[O:19]3)=[CH:33][CH:32]=2)[C:28]([CH3:35])=[N:29]1. (2) Given the reactants Br.Br[CH2:3][CH2:4][CH:5]([NH2:9])[C:6]([OH:8])=[O:7].[CH3:10][S:11](C)=[O:12], predict the reaction product. The product is: [NH2:9][C@H:5]([C:6]([OH:8])=[O:7])[CH2:4][CH2:3][S:11][CH3:10].[NH2:9][C@H:5]([C:6]([OH:8])=[O:7])[CH2:4][CH2:3][OH:12]. (3) The product is: [CH:4]1[C:3]2[C:11]3[CH:16]=[CH:15][C:14]([C:17](=[O:19])[CH3:18])=[CH:13][C:12]=3[O:20][CH2:25][CH2:24][CH2:23][CH2:22][O:1][C:2]=2[CH:7]=[C:6]([C:8](=[O:10])[CH3:9])[CH:5]=1. Given the reactants [OH:1][C:2]1[CH:7]=[C:6]([C:8](=[O:10])[CH3:9])[CH:5]=[CH:4][C:3]=1[C:11]1[CH:16]=[CH:15][C:14]([C:17](=[O:19])[CH3:18])=[CH:13][C:12]=1[OH:20].Br[CH2:22][CH2:23][CH2:24][CH2:25]Br, predict the reaction product. (4) The product is: [F:22][C:23]1[CH:28]=[CH:27][C:26]([O:29][C:2]2[CH:17]=[C:16]([C:18]([F:21])([F:20])[F:19])[CH:15]=[CH:14][C:3]=2[C:4]([NH:6][C:7]2[CH:12]=[CH:11][NH:10][C:9](=[O:13])[CH:8]=2)=[O:5])=[C:25]([CH3:30])[CH:24]=1. Given the reactants F[C:2]1[CH:17]=[C:16]([C:18]([F:21])([F:20])[F:19])[CH:15]=[CH:14][C:3]=1[C:4]([NH:6][C:7]1[CH:12]=[CH:11][NH:10][C:9](=[O:13])[CH:8]=1)=[O:5].[F:22][C:23]1[CH:28]=[CH:27][C:26]([OH:29])=[C:25]([CH3:30])[CH:24]=1.C([O-])([O-])=O.[Cs+].[Cs+].CN(C=O)C, predict the reaction product. (5) Given the reactants [Br:1][C:2]1[CH:10]=[CH:9][C:5]([C:6]([OH:8])=O)=[C:4]([CH3:11])[CH:3]=1.CN(C(ON1N=NC2C=CC=CC1=2)=[N+](C)C)C.F[P-](F)(F)(F)(F)F.[CH3:36][N:37]1[CH2:42][CH2:41][NH:40][CH2:39][CH2:38]1.CCN(C(C)C)C(C)C, predict the reaction product. The product is: [Br:1][C:2]1[CH:10]=[CH:9][C:5]([C:6]([N:40]2[CH2:41][CH2:42][N:37]([CH3:36])[CH2:38][CH2:39]2)=[O:8])=[C:4]([CH3:11])[CH:3]=1. (6) Given the reactants [OH:1][CH2:2][C:3]1[N:8]=[C:7]([NH:9][C:10](=[O:15])[C:11]([CH3:14])([CH3:13])[CH3:12])[CH:6]=[CH:5][CH:4]=1.[F:16][C:17]1[CH:18]=[C:19]([CH:22]=[CH:23][CH:24]=1)[CH2:20]Br, predict the reaction product. The product is: [F:16][C:17]1[CH:18]=[C:19]([CH:22]=[CH:23][CH:24]=1)[CH2:20][O:1][CH2:2][C:3]1[N:8]=[C:7]([NH:9][C:10](=[O:15])[C:11]([CH3:12])([CH3:14])[CH3:13])[CH:6]=[CH:5][CH:4]=1.